This data is from Full USPTO retrosynthesis dataset with 1.9M reactions from patents (1976-2016). The task is: Predict the reactants needed to synthesize the given product. (1) Given the product [CH3:1][O:2][C:3]1[CH:8]=[CH:7][N:6]=[C:5]([CH2:9][CH2:10][C:11]([OH:13])=[O:12])[CH:4]=1, predict the reactants needed to synthesize it. The reactants are: [CH3:1][O:2][C:3]1[CH:8]=[CH:7][N:6]=[C:5]([CH2:9][CH2:10][C:11]([O:13]C)=[O:12])[CH:4]=1.[OH-].[Na+]. (2) Given the product [Cl:3][C:6]1[C:15]2[C:10](=[CH:11][CH:12]=[CH:13][CH:14]=2)[N:9]=[N:8][C:7]=1[C:16]([O:18][CH3:19])=[O:17], predict the reactants needed to synthesize it. The reactants are: S(Cl)([Cl:3])=O.O[C:6]1[C:15]2[C:10](=[CH:11][CH:12]=[CH:13][CH:14]=2)[N:9]=[N:8][C:7]=1[C:16]([O:18][CH3:19])=[O:17]. (3) Given the product [CH3:1][S:2]([CH2:3][C:4]1[N:9]=[C:8]([C:10]2[S:11][C:12]3[CH:20]=[CH:19][CH:18]=[CH:17][C:13]=3[C:14](=[O:16])[N:15]=2)[CH:7]=[CH:6][CH:5]=1)=[O:29], predict the reactants needed to synthesize it. The reactants are: [CH3:1][S:2][CH2:3][C:4]1[N:9]=[C:8]([C:10]2[S:11][C:12]3[CH:20]=[CH:19][CH:18]=[CH:17][C:13]=3[C:14](=[O:16])[N:15]=2)[CH:7]=[CH:6][CH:5]=1.ClC1C=CC=C(C(OO)=[O:29])C=1.